From a dataset of Full USPTO retrosynthesis dataset with 1.9M reactions from patents (1976-2016). Predict the reactants needed to synthesize the given product. (1) Given the product [Si:19]([O:18][CH2:17][C@@H:8]1[CH2:9][C:10]([CH2:12][C:13]([O:15][CH3:16])=[O:14])=[CH:11][NH:7]1)([C:22]([CH3:25])([CH3:24])[CH3:23])([CH3:20])[CH3:21], predict the reactants needed to synthesize it. The reactants are: C(OC([N:7]1[CH:11]=[C:10]([CH2:12][C:13]([O:15][CH3:16])=[O:14])[CH2:9][C@H:8]1[CH2:17][O:18][Si:19]([C:22]([CH3:25])([CH3:24])[CH3:23])([CH3:21])[CH3:20])=O)C=C.O.CCCC[SnH](CCCC)CCCC. (2) Given the product [Br:1][C:2]1[CH:9]=[CH:8][C:5]([C:6]#[N:7])=[C:4]([NH:17][C@H:14]2[CH2:15][CH2:16][O:12][CH2:13]2)[CH:3]=1, predict the reactants needed to synthesize it. The reactants are: [Br:1][C:2]1[CH:9]=[CH:8][C:5]([C:6]#[N:7])=[C:4](F)[CH:3]=1.Cl.[O:12]1[CH2:16][CH2:15][C@H:14]([NH2:17])[CH2:13]1.CCN(C(C)C)C(C)C.[NH4+].[Cl-]. (3) Given the product [CH2:16]([O:18][C:19]([CH:20]1[CH2:24][CH:25]2[N:35]([CH2:28][C:29]3[CH:34]=[CH:33][CH:32]=[CH:31][CH:30]=3)[CH:22]([CH2:1][C:2](=[O:3])[CH2:4]2)[CH2:21]1)=[O:27])[CH3:17], predict the reactants needed to synthesize it. The reactants are: [CH2:1](C(O)=O)[C:2]([CH2:4]C(O)=O)=[O:3].C([O-])(=O)C.[Na+].[CH2:16]([O:18][C:19](=[O:27])[CH:20]([CH2:24][CH:25]=O)[CH2:21][CH:22]=O)[CH3:17].[CH2:28]([NH2:35])[C:29]1[CH:34]=[CH:33][CH:32]=[CH:31][CH:30]=1.C(=O)([O-])[O-].[K+].[K+]. (4) Given the product [Cl:1][C:2]1[C:6]([N:7]([CH2:8][CH3:9])[C:34](=[O:35])[CH2:33][CH2:32][S:31][CH2:30][CH2:29][C:28]([F:38])([F:37])[F:27])=[CH:5][N:4]([C:10]2[CH:11]=[N:12][CH:13]=[CH:14][CH:15]=2)[N:3]=1, predict the reactants needed to synthesize it. The reactants are: [Cl:1][C:2]1[C:6]([NH:7][CH2:8][CH3:9])=[CH:5][N:4]([C:10]2[CH:11]=[N:12][CH:13]=[CH:14][CH:15]=2)[N:3]=1.C(OCC)(=O)C.C(=O)(O)[O-].[Na+].[F:27][C:28]([F:38])([F:37])[CH2:29][CH2:30][S:31][CH2:32][CH2:33][C:34](Cl)=[O:35]. (5) The reactants are: [Cl:1][C:2]1[CH:3]=[C:4]([N:8]2[C:12]([C:13]3[CH:18]=[CH:17][CH:16]=[C:15]([O:19][C:20]([F:23])([F:22])[F:21])[CH:14]=3)=[CH:11][C:10]([C:24]([OH:26])=O)=[N:9]2)[CH:5]=[CH:6][CH:7]=1.ClC1C=C(N2C(C3C=C(F)C=C(Cl)C=3)=CC(C([N:50]3[CH2:54][C:53](=[O:55])[NH:52][CH2:51]3)=O)=N2)C=CC=1F. Given the product [Cl:1][C:2]1[CH:3]=[C:4]([N:8]2[C:12]([C:13]3[CH:18]=[CH:17][CH:16]=[C:15]([O:19][C:20]([F:22])([F:21])[F:23])[CH:14]=3)=[CH:11][C:10]([C:24]([N:50]3[CH2:54][C:53](=[O:55])[NH:52][CH2:51]3)=[O:26])=[N:9]2)[CH:5]=[CH:6][CH:7]=1, predict the reactants needed to synthesize it. (6) Given the product [CH3:13][C:14]1[N:19]=[C:18]([C:20]2[C:25]([C:26]3[CH:27]=[CH:28][C:29]4[N:30]([C:32]([C:35]([NH2:36])=[O:7])=[CH:33][N:34]=4)[CH:31]=3)=[CH:24][CH:23]=[CH:22][N:21]=2)[CH:17]=[CH:16][CH:15]=1, predict the reactants needed to synthesize it. The reactants are: OS(O)(=O)=O.C(O)(C(F)(F)F)=[O:7].[CH3:13][C:14]1[N:19]=[C:18]([C:20]2[C:25]([C:26]3[CH:27]=[CH:28][C:29]4[N:30]([C:32]([C:35]#[N:36])=[CH:33][N:34]=4)[CH:31]=3)=[CH:24][CH:23]=[CH:22][N:21]=2)[CH:17]=[CH:16][CH:15]=1.[OH-].[Na+]. (7) Given the product [Br:14][C:15]1[CH:16]=[CH:17][C:20]([Br:23])=[CH:21][C:22]=1[CH2:5][CH:6]([CH3:12])[C:7]([OH:9])=[O:8], predict the reactants needed to synthesize it. The reactants are: [Na].C(O[C:5](=O)[CH:6]([CH3:12])[C:7]([O:9]CC)=[O:8])C.[Br:14][C:15]1[CH:16]=[C:17]([C:20]([Br:23])=[CH:21][CH:22]=1)CBr.[OH-].[K+].